Dataset: Forward reaction prediction with 1.9M reactions from USPTO patents (1976-2016). Task: Predict the product of the given reaction. (1) The product is: [Br:1][C:2]1[CH:3]=[C:4]([C:13]([C:15]([F:18])([F:17])[F:16])=[CH2:14])[CH:5]=[C:6]([Br:8])[CH:7]=1. Given the reactants [Br:1][C:2]1[CH:3]=[C:4](B(O)O)[CH:5]=[C:6]([Br:8])[CH:7]=1.Br[C:13]([C:15]([F:18])([F:17])[F:16])=[CH2:14].C([O-])([O-])=O.[K+].[K+], predict the reaction product. (2) Given the reactants [F:1][C:2]1([F:35])[CH2:5][CH:4]([C:6]2[O:10][N:9]=[C:8]([C:11]3[CH:12]=[CH:13][C:14]([CH3:34])=[C:15]([NH:17][C:18]([C:20]4[N:24]5[CH:25]=[C:26]([CH2:29][CH2:30][C:31](=[O:33])[CH3:32])[CH:27]=[CH:28][C:23]5=[N:22][CH:21]=4)=[O:19])[CH:16]=3)[N:7]=2)[CH2:3]1.[CH3:36][Mg]Br, predict the reaction product. The product is: [F:35][C:2]1([F:1])[CH2:5][CH:4]([C:6]2[O:10][N:9]=[C:8]([C:11]3[CH:12]=[CH:13][C:14]([CH3:34])=[C:15]([NH:17][C:18]([C:20]4[N:24]5[CH:25]=[C:26]([CH2:29][CH2:30][C:31]([OH:33])([CH3:36])[CH3:32])[CH:27]=[CH:28][C:23]5=[N:22][CH:21]=4)=[O:19])[CH:16]=3)[N:7]=2)[CH2:3]1. (3) Given the reactants [CH2:1]([N:3]([CH2:10][CH:11]1C[O:12]1)[C:4]1[CH:9]=[CH:8][CH:7]=[CH:6][CH:5]=1)[CH3:2].[CH3:14][O-:15].[Na+].[C:17]([O-])(O)=O.[Na+], predict the reaction product. The product is: [CH2:1]([N:3]([C:4]1[CH:9]=[CH:8][CH:7]=[CH:6][CH:5]=1)[CH2:10][CH:11]([OH:12])[CH2:14][O:15][CH3:17])[CH3:2]. (4) Given the reactants [CH2:1]([N:8]1[CH2:13][CH2:12][C:11]([C:15]2[CH:20]=[CH:19][C:18]([O:21][CH3:22])=[CH:17][C:16]=2[F:23])(O)[CH2:10][CH2:9]1)[C:2]1[CH:7]=[CH:6][CH:5]=[CH:4][CH:3]=1.O.C1(C)C=CC(S(O)(=O)=O)=CC=1, predict the reaction product. The product is: [CH2:1]([N:8]1[CH2:9][CH:10]=[C:11]([C:15]2[CH:20]=[CH:19][C:18]([O:21][CH3:22])=[CH:17][C:16]=2[F:23])[CH2:12][CH2:13]1)[C:2]1[CH:3]=[CH:4][CH:5]=[CH:6][CH:7]=1. (5) Given the reactants [Si:1]([O:8][CH2:9][CH2:10][CH:11]([C:13]1[CH:18]=[CH:17][C:16]([C:19]([F:22])([F:21])[F:20])=[C:15]([F:23])[CH:14]=1)[NH2:12])([C:4]([CH3:7])([CH3:6])[CH3:5])([CH3:3])[CH3:2].O1C[CH2:28][CH:27]([NH:30][C:31]2[N:32]=[CH:33][C:34]3[CH2:40][CH2:39][NH:38][CH2:37][C:35]=3[N:36]=2)[CH2:26]C1.Cl.ClC1C=C(C(C2[O:56][CH:55]=NC=2)N)C=CC=1Cl, predict the reaction product. The product is: [Si:1]([O:8][CH2:9][CH2:10][CH:11]([NH:12][C:55]([N:38]1[CH2:39][CH2:40][C:34]2[CH:33]=[N:32][C:31]([NH:30][CH:27]([CH3:26])[CH3:28])=[N:36][C:35]=2[CH2:37]1)=[O:56])[C:13]1[CH:18]=[CH:17][C:16]([C:19]([F:21])([F:20])[F:22])=[C:15]([F:23])[CH:14]=1)([C:4]([CH3:6])([CH3:7])[CH3:5])([CH3:3])[CH3:2].